This data is from Full USPTO retrosynthesis dataset with 1.9M reactions from patents (1976-2016). The task is: Predict the reactants needed to synthesize the given product. The reactants are: Br[C:2]1[C:11]([F:12])=[CH:10][C:5]([C:6]([O:8][CH3:9])=[O:7])=[C:4]([F:13])[CH:3]=1.[N:14]1[CH:19]=[CH:18][CH:17]=[CH:16][C:15]=1[S:20]([NH2:23])(=[O:22])=[O:21].C(=O)([O-])[O-].[K+].[K+].C(N(C(C)C)CC)(C)C. Given the product [F:13][C:4]1[CH:3]=[C:2]([NH:23][S:20]([C:15]2[CH:16]=[CH:17][CH:18]=[CH:19][N:14]=2)(=[O:22])=[O:21])[C:11]([F:12])=[CH:10][C:5]=1[C:6]([O:8][CH3:9])=[O:7], predict the reactants needed to synthesize it.